Regression. Given two drug SMILES strings and cell line genomic features, predict the synergy score measuring deviation from expected non-interaction effect. From a dataset of NCI-60 drug combinations with 297,098 pairs across 59 cell lines. Drug 1: CC12CCC(CC1=CCC3C2CCC4(C3CC=C4C5=CN=CC=C5)C)O. Cell line: A549. Synergy scores: CSS=32.2, Synergy_ZIP=9.34, Synergy_Bliss=6.07, Synergy_Loewe=2.26, Synergy_HSA=7.66. Drug 2: COC1=C(C=C2C(=C1)N=CN=C2NC3=CC(=C(C=C3)F)Cl)OCCCN4CCOCC4.